From a dataset of Catalyst prediction with 721,799 reactions and 888 catalyst types from USPTO. Predict which catalyst facilitates the given reaction. (1) Reactant: [F:1][C:2]1[CH:7]=[CH:6][CH:5]=[C:4]([F:8])[C:3]=1[CH:9]=[CH:10][C:11]([NH:13][C@H:14]([C:26]([O:28]C)=[O:27])[CH2:15][C:16]1[C:24]2[C:19](=[CH:20][CH:21]=[CH:22][CH:23]=2)[N:18]([CH3:25])[CH:17]=1)=[O:12].[OH-].[Na+]. Product: [F:1][C:2]1[CH:7]=[CH:6][CH:5]=[C:4]([F:8])[C:3]=1[CH:9]=[CH:10][C:11]([NH:13][C@H:14]([C:26]([OH:28])=[O:27])[CH2:15][C:16]1[C:24]2[C:19](=[CH:20][CH:21]=[CH:22][CH:23]=2)[N:18]([CH3:25])[CH:17]=1)=[O:12]. The catalyst class is: 5. (2) Reactant: [CH2:1]([C@@H:8]1[O:12][C:11]([CH3:14])([CH3:13])[O:10][C@H:9]1[CH2:15][CH2:16][O:17][Si](C(C)(C)C)(C)C)[C:2]1[CH:7]=[CH:6][CH:5]=[CH:4][CH:3]=1.[F-].C([N+](CCCC)(CCCC)CCCC)CCC. Product: [CH2:1]([C@@H:8]1[O:12][C:11]([CH3:14])([CH3:13])[O:10][C@H:9]1[CH2:15][CH2:16][OH:17])[C:2]1[CH:3]=[CH:4][CH:5]=[CH:6][CH:7]=1. The catalyst class is: 49. (3) Reactant: C([O:3][C:4]([CH:6]1[CH2:15][CH2:14][C:9]2([O:13][CH2:12][CH2:11][O:10]2)[CH2:8][CH2:7]1)=O)C.[H-].C([Al+]CC(C)C)C(C)C. Product: [O:10]1[C:9]2([CH2:14][CH2:15][CH:6]([CH:4]=[O:3])[CH2:7][CH2:8]2)[O:13][CH2:12][CH2:11]1. The catalyst class is: 11.